This data is from Full USPTO retrosynthesis dataset with 1.9M reactions from patents (1976-2016). The task is: Predict the reactants needed to synthesize the given product. (1) The reactants are: [Cl-:1].[NH4+:2].C([Al](CC)CC)C.[CH2:10]([O:13][C:14]1[CH:21]=[CH:20][CH:19]=[CH:18][C:15]=1[C:16]#[N:17])[CH2:11][CH3:12]. Given the product [ClH:1].[CH2:10]([O:13][C:14]1[CH:21]=[CH:20][CH:19]=[CH:18][C:15]=1[C:16]([NH2:2])=[NH:17])[CH2:11][CH3:12], predict the reactants needed to synthesize it. (2) The reactants are: [C:1]([C:4]1[C:8]([CH3:9])=[CH:7][N:6]([C:10]2[CH:17]=[CH:16][C:13]([C:14]#[N:15])=[C:12]([NH:18][CH:19]([CH3:23])[CH2:20][O:21][CH3:22])[CH:11]=2)[C:5]=1[CH3:24])(=[O:3])[CH3:2].[OH-].[K+].C([OH:29])C.OO. Given the product [C:1]([C:4]1[C:8]([CH3:9])=[CH:7][N:6]([C:10]2[CH:17]=[CH:16][C:13]([C:14]([NH2:15])=[O:29])=[C:12]([NH:18][CH:19]([CH3:23])[CH2:20][O:21][CH3:22])[CH:11]=2)[C:5]=1[CH3:24])(=[O:3])[CH3:2], predict the reactants needed to synthesize it. (3) Given the product [Br:1][C:2]1[C:3]([CH3:10])=[C:4]([Cl:9])[C:5]([CH3:8])=[N+:6]([O-:16])[CH:7]=1, predict the reactants needed to synthesize it. The reactants are: [Br:1][C:2]1[C:3]([CH3:10])=[C:4]([Cl:9])[C:5]([CH3:8])=[N:6][CH:7]=1.ClC1C=C(C=CC=1)C(OO)=[O:16].